Predict the reaction yield, written as a fraction of the theoretical maximum amount of product (1.0 means a 100% yield; for example, 0.34 means a 34% yield). From a dataset of Reaction yield outcomes from USPTO patents with 853,638 reactions. (1) The reactants are Cl[C:2]1[C:3]([CH:8]2[CH2:11][N:10]([C:12]([O:14][C:15]([CH3:18])([CH3:17])[CH3:16])=[O:13])[CH2:9]2)=[N:4][CH:5]=[CH:6][N:7]=1.C([O-])([O-])=O.[Na+].[Na+].[CH3:25][O:26][C:27]1[CH:32]=[CH:31][C:30](B(O)O)=[CH:29][CH:28]=1. The catalyst is O1CCOCC1.O.C1C=CC(P(C2C=CC=CC=2)[C-]2C=CC=C2)=CC=1.C1C=CC(P(C2C=CC=CC=2)[C-]2C=CC=C2)=CC=1.Cl[Pd]Cl.[Fe+2]. The product is [C:15]([O:14][C:12]([N:10]1[CH2:11][CH:8]([C:3]2[C:2]([C:30]3[CH:31]=[CH:32][C:27]([O:26][CH3:25])=[CH:28][CH:29]=3)=[N:7][CH:6]=[CH:5][N:4]=2)[CH2:9]1)=[O:13])([CH3:18])([CH3:17])[CH3:16]. The yield is 0.960. (2) The reactants are [C:1]1([C:6]2[CH:7]=[C:8]([CH:37]=[CH:38][CH:39]=2)[O:9]C[Si](O[Si](C[O:9][C:8]2[CH:37]=[CH:38][CH:39]=[C:6]([C:1]3[CH2:5][CH2:4][CH2:3][CH:2]=3)[CH:7]=2)(C)C(C)(C)C)(C(C)(C)C)C)[CH2:5][CH2:4][CH2:3][CH:2]=1.[H][H]. The catalyst is CCO.[Pd]. The product is [CH:1]1([C:6]2[CH:7]=[C:8]([OH:9])[CH:37]=[CH:38][CH:39]=2)[CH2:2][CH2:3][CH2:4][CH2:5]1. The yield is 0.680. (3) The reactants are [CH:1]([Si:4]([CH:38]([CH3:40])[CH3:39])([CH:35]([CH3:37])[CH3:36])[O:5][CH2:6][CH2:7][CH2:8][N:9]1[CH2:13][CH2:12][CH2:11][C@H:10]1[C:14]1[N:18]2[CH:19]=[C:20]([O:23][C@H:24]3[C:33]4[C:28](=[CH:29][CH:30]=[CH:31][CH:32]=4)[C@@H:27]([NH2:34])[CH2:26][CH2:25]3)[CH:21]=[CH:22][C:17]2=[N:16][N:15]=1)([CH3:3])[CH3:2].CCN(C(C)C)C(C)C.ClC(Cl)(Cl)C[O:53][C:54](=O)[NH:55][C:56]1[N:57]([C:65]2[CH:70]=[CH:69][C:68]([CH3:71])=[CH:67][CH:66]=2)[N:58]=[C:59]([C:61]([CH3:64])([CH3:63])[CH3:62])[CH:60]=1. The catalyst is O1CCOCC1. The product is [C:61]([C:59]1[CH:60]=[C:56]([NH:55][C:54]([NH:34][C@@H:27]2[C:28]3[C:33](=[CH:32][CH:31]=[CH:30][CH:29]=3)[C@H:24]([O:23][C:20]3[CH:21]=[CH:22][C:17]4[N:18]([C:14]([C@@H:10]5[CH2:11][CH2:12][CH2:13][N:9]5[CH2:8][CH2:7][CH2:6][O:5][Si:4]([CH:1]([CH3:3])[CH3:2])([CH:35]([CH3:37])[CH3:36])[CH:38]([CH3:40])[CH3:39])=[N:15][N:16]=4)[CH:19]=3)[CH2:25][CH2:26]2)=[O:53])[N:57]([C:65]2[CH:70]=[CH:69][C:68]([CH3:71])=[CH:67][CH:66]=2)[N:58]=1)([CH3:64])([CH3:62])[CH3:63]. The yield is 0.340. (4) The product is [CH3:41][C:5]([O:34][C:35]1[CH:40]=[CH:39][CH:38]=[CH:37][CH:36]=1)([CH2:6][C:7]1[CH:8]=[CH:9][C:10]([O:13][CH2:14][CH2:15][CH:16]2[CH2:20][N:19]([CH2:21][C:22]3[CH:27]=[CH:26][C:25]([C:28]([F:31])([F:30])[F:29])=[CH:24][CH:23]=3)[C:18](=[O:32])[N:17]2[CH3:33])=[CH:11][CH:12]=1)[C:4]([OH:42])=[O:3]. The catalyst is C(O)C. The yield is 1.00. The reactants are C([O:3][C:4](=[O:42])[C:5]([CH3:41])([O:34][C:35]1[CH:40]=[CH:39][CH:38]=[CH:37][CH:36]=1)[CH2:6][C:7]1[CH:12]=[CH:11][C:10]([O:13][CH2:14][CH2:15][CH:16]2[CH2:20][N:19]([CH2:21][C:22]3[CH:27]=[CH:26][C:25]([C:28]([F:31])([F:30])[F:29])=[CH:24][CH:23]=3)[C:18](=[O:32])[N:17]2[CH3:33])=[CH:9][CH:8]=1)C.[OH-].[Na+]. (5) The reactants are [NH2:1][C:2]1[NH:3][C:4](=[O:30])[C:5]2[S:10][C:9](=[O:11])[N:8]([C@@H:12]3[O:24][C@H:23]([CH2:25][O:26][C:27](=[O:29])[CH3:28])[C@@H:18]([O:19][C:20](=[O:22])[CH3:21])[C@H:13]3[O:14][C:15](=[O:17])[CH3:16])[C:6]=2[N:7]=1.[CH:48]1[CH:47]=CC(P([C:44]2[CH:49]=[CH:48][CH:47]=CC=2)[C:48]2[CH:47]=CC=[CH:44][CH:49]=2)=[CH:44][CH:49]=1.C1(CCO)CC1.CCOC(/N=N/C(OCC)=O)=O. The catalyst is C1COCC1. The product is [NH2:1][C:2]1[N:3]=[C:4]([O:30][CH2:47][CH:48]2[CH2:44][CH2:49]2)[C:5]2[S:10][C:9](=[O:11])[N:8]([C@@H:12]3[O:24][C@H:23]([CH2:25][O:26][C:27](=[O:29])[CH3:28])[C@@H:18]([O:19][C:20](=[O:22])[CH3:21])[C@H:13]3[O:14][C:15](=[O:17])[CH3:16])[C:6]=2[N:7]=1. The yield is 0.420. (6) The reactants are [CH:1]1([CH2:6][CH:7]([C:11]2[CH:16]=[CH:15][C:14]([C:17]#[C:18][C:19]([OH:23])([CH3:22])[CH2:20][CH3:21])=[CH:13][CH:12]=2)[C:8](O)=[O:9])[CH2:5][CH2:4][CH2:3][CH2:2]1.F[P-](F)(F)(F)(F)F.N1(O[P+](N(C)C)(N(C)C)N(C)C)C2C=CC=CC=2N=N1.C(N(CC)CC)C.[NH2:58][C:59]1[S:60][CH:61]=[CH:62][N:63]=1. The catalyst is C(Cl)Cl. The product is [CH:1]1([CH2:6][CH:7]([C:11]2[CH:16]=[CH:15][C:14]([C:17]#[C:18][C:19]([OH:23])([CH3:22])[CH2:20][CH3:21])=[CH:13][CH:12]=2)[C:8]([NH:58][C:59]2[S:60][CH:61]=[CH:62][N:63]=2)=[O:9])[CH2:2][CH2:3][CH2:4][CH2:5]1. The yield is 0.571. (7) The reactants are [CH:1]([Mg]Br)=[CH2:2].[CH3:5][C:6]1[CH2:11][CH:10]([CH3:12])[CH2:9][C:8](=[O:13])[CH:7]=1. The catalyst is C(=O)=O.CC(C)=O.C1COCC1.Cl[Cu]. The product is [CH3:5][C:6]1([CH:1]=[CH2:2])[CH2:11][CH:10]([CH3:12])[CH2:9][C:8](=[O:13])[CH2:7]1. The yield is 0.520. (8) The reactants are C(=O)([O-])[O-].[K+].[K+].CN(C=O)C.[CH:12]1([CH2:15][O:16][C:17]2[CH:18]=[CH:19][C:20]([F:29])=[C:21]3[C:26]=2[NH:25][CH:24]=[C:23]([I:27])[C:22]3=[O:28])[CH2:14][CH2:13]1.[CH2:30](I)[CH3:31]. The catalyst is O. The product is [CH:12]1([CH2:15][O:16][C:17]2[CH:18]=[CH:19][C:20]([F:29])=[C:21]3[C:26]=2[N:25]([CH2:30][CH3:31])[CH:24]=[C:23]([I:27])[C:22]3=[O:28])[CH2:13][CH2:14]1. The yield is 0.770. (9) The reactants are [CH3:1][O:2][C:3](=[O:22])[C:4]1[CH:9]=[C:8]([C:10](=[O:13])[CH2:11][CH3:12])[C:7]([C:14]([F:17])([F:16])[F:15])=[CH:6][C:5]=1[NH:18]C(=O)C.S(=O)(=O)(O)O. The catalyst is CO.O.CCOC(C)=O. The product is [CH3:1][O:2][C:3](=[O:22])[C:4]1[CH:9]=[C:8]([C:10](=[O:13])[CH2:11][CH3:12])[C:7]([C:14]([F:16])([F:15])[F:17])=[CH:6][C:5]=1[NH2:18]. The yield is 0.820.